Task: Regression. Given two drug SMILES strings and cell line genomic features, predict the synergy score measuring deviation from expected non-interaction effect.. Dataset: NCI-60 drug combinations with 297,098 pairs across 59 cell lines (1) Drug 1: C1=CN(C=N1)CC(O)(P(=O)(O)O)P(=O)(O)O. Drug 2: CC(C)NC(=O)C1=CC=C(C=C1)CNNC.Cl. Cell line: K-562. Synergy scores: CSS=5.82, Synergy_ZIP=-0.640, Synergy_Bliss=0.986, Synergy_Loewe=5.09, Synergy_HSA=2.35. (2) Drug 1: C1CCN(CC1)CCOC2=CC=C(C=C2)C(=O)C3=C(SC4=C3C=CC(=C4)O)C5=CC=C(C=C5)O. Drug 2: C1CC(=O)NC(=O)C1N2CC3=C(C2=O)C=CC=C3N. Cell line: LOX IMVI. Synergy scores: CSS=1.83, Synergy_ZIP=-2.10, Synergy_Bliss=-4.07, Synergy_Loewe=-7.63, Synergy_HSA=-4.53. (3) Drug 1: CC12CCC3C(C1CCC2=O)CC(=C)C4=CC(=O)C=CC34C. Drug 2: CCC1=CC2CC(C3=C(CN(C2)C1)C4=CC=CC=C4N3)(C5=C(C=C6C(=C5)C78CCN9C7C(C=CC9)(C(C(C8N6C)(C(=O)OC)O)OC(=O)C)CC)OC)C(=O)OC.C(C(C(=O)O)O)(C(=O)O)O. Cell line: NCI-H460. Synergy scores: CSS=61.8, Synergy_ZIP=1.79, Synergy_Bliss=-0.527, Synergy_Loewe=1.05, Synergy_HSA=1.64. (4) Drug 1: CC12CCC(CC1=CCC3C2CCC4(C3CC=C4C5=CN=CC=C5)C)O. Drug 2: CCN(CC)CCNC(=O)C1=C(NC(=C1C)C=C2C3=C(C=CC(=C3)F)NC2=O)C. Cell line: NCIH23. Synergy scores: CSS=-2.09, Synergy_ZIP=0.561, Synergy_Bliss=-2.74, Synergy_Loewe=-6.86, Synergy_HSA=-6.61. (5) Drug 1: C1CN1P(=S)(N2CC2)N3CC3. Drug 2: C1CNP(=O)(OC1)N(CCCl)CCCl. Cell line: HOP-62. Synergy scores: CSS=4.08, Synergy_ZIP=2.44, Synergy_Bliss=10.3, Synergy_Loewe=-12.0, Synergy_HSA=1.38. (6) Drug 1: CS(=O)(=O)CCNCC1=CC=C(O1)C2=CC3=C(C=C2)N=CN=C3NC4=CC(=C(C=C4)OCC5=CC(=CC=C5)F)Cl. Drug 2: C(CC(=O)O)C(=O)CN.Cl. Cell line: A498. Synergy scores: CSS=21.5, Synergy_ZIP=-8.17, Synergy_Bliss=-3.24, Synergy_Loewe=-28.8, Synergy_HSA=-1.07. (7) Drug 1: CC12CCC(CC1=CCC3C2CCC4(C3CC=C4C5=CN=CC=C5)C)O. Drug 2: CN(C)N=NC1=C(NC=N1)C(=O)N. Cell line: COLO 205. Synergy scores: CSS=-4.91, Synergy_ZIP=0.153, Synergy_Bliss=-4.50, Synergy_Loewe=-8.61, Synergy_HSA=-8.49. (8) Drug 1: CC1=C2C(C(=O)C3(C(CC4C(C3C(C(C2(C)C)(CC1OC(=O)C(C(C5=CC=CC=C5)NC(=O)OC(C)(C)C)O)O)OC(=O)C6=CC=CC=C6)(CO4)OC(=O)C)OC)C)OC. Drug 2: CC1C(C(CC(O1)OC2CC(CC3=C2C(=C4C(=C3O)C(=O)C5=CC=CC=C5C4=O)O)(C(=O)C)O)N)O. Cell line: HS 578T. Synergy scores: CSS=63.4, Synergy_ZIP=-2.84, Synergy_Bliss=-4.09, Synergy_Loewe=2.82, Synergy_HSA=4.37.